From a dataset of HIV replication inhibition screening data with 41,000+ compounds from the AIDS Antiviral Screen. Binary Classification. Given a drug SMILES string, predict its activity (active/inactive) in a high-throughput screening assay against a specified biological target. (1) The molecule is CCCCC(C)C(OC(=O)CC(CC(=O)O)C(=O)O)C(CC(C)CC(O)CCCCC(O)CC(O)C(C)N)OC(=O)CC(CC(=O)O)C(=O)O. The result is 0 (inactive). (2) The drug is C=C(CC)CC1CC2(C(=O)OC)c3[nH]c4ccccc4c3CCN2C1=O. The result is 0 (inactive). (3) The compound is COC(=O)C1CC2c3ccccc3C1c1ccccc12. The result is 0 (inactive). (4) The molecule is CC(=O)Nc1ccc(C(O)C(=NN)c2nc3ccc(Cl)cc3nc2O)cc1. The result is 0 (inactive). (5) The drug is CC1=CC2=[N+]3C1=Cc1cc(C)c4n1[Pd-2]31n3c(c(C)c(CCC(=O)O)c3=CC3=[N+]1C(=C4)C(C)=C3CCC(=O)O)=C2. The result is 0 (inactive). (6) The compound is COc1cc2nc(Sc3c([N+](=O)[O-])ncn3C)[nH]c2cc1OC. The result is 0 (inactive). (7) The compound is C=CC1c2ccccc2C=CC1(CCC1(C)OCCO1)C1=NC(COC)C(c2ccccc2)O1. The result is 0 (inactive). (8) The drug is Cc1nccc2c(C)c3sc4ccccc4c3cc12. The result is 0 (inactive). (9) The result is 0 (inactive). The compound is Cc1ccc(C2SCC(=O)N2NC(=O)c2ccncc2)s1. (10) The drug is O=C(NNC(=O)c1ccccc1O)c1ccc(O)cc1. The result is 0 (inactive).